From a dataset of Experimentally validated miRNA-target interactions with 360,000+ pairs, plus equal number of negative samples. Binary Classification. Given a miRNA mature sequence and a target amino acid sequence, predict their likelihood of interaction. (1) The miRNA is hsa-miR-345-5p with sequence GCUGACUCCUAGUCCAGGGCUC. The protein sequence of the target gene is MEISRLAQSKRNIISLNMDLERDTQRIDEANQKLLLKIQEREDKIQRLESEIIQTRGLVEDEEWEKENRTTMERERALQELEEETARLERKNKTLVHSITELQQKLTRKSQKITNCEQSSPDGALEETKVKLQQLEASYACQEKELLKVMKEYAFVTQLCEDQALYIKKYQETLKKIEEELEALFLEREVSKLVSMNPVEKEHTSQNNEGTPTQKTARLFSKKIFCCLFFITLFFIRLLSYMFFHVRFINPDLLVNVLPKVLGRSTLWKLRCFFFPSLTLETEDMLPH. Result: 1 (interaction). (2) The miRNA is hsa-miR-1301-3p with sequence UUGCAGCUGCCUGGGAGUGACUUC. The protein sequence of the target gene is MNPESSIFIEDYLKYFQDQVSRENLLQLLTDDEAWNGFVAAAELPRDEADELRKALNKLASHMVMKDKNRHDKDQQHRQWFLKEFPRLKRELEDHIRKLRALAEEVEQVHRGTTIANVVSNSVGTTSGILTLLGLGLAPFTEGISFVLLDTGMGLGAAAAVAGITCSVVELVNKLRARAQARNLDQSGTNVAKVMKEFVGGNTPNVLTLVDNWYQVTQGIGRNIRAIRRARANPQLGAYAPPPHIIGRISAEGGEQVERVVEGPAQAMSRGTMIVGAATGGILLLLDVVSLAYESKHLLE.... Result: 0 (no interaction).